From a dataset of Full USPTO retrosynthesis dataset with 1.9M reactions from patents (1976-2016). Predict the reactants needed to synthesize the given product. (1) Given the product [NH2:35][C:31]1[CH:30]=[C:29]([CH:34]=[CH:33][CH:32]=1)[C:28]([NH:27][C:3]1[C:2]([Br:1])=[CH:7][C:6]([C:8]([C:19]2[CH:24]=[CH:23][C:22]([Cl:25])=[CH:21][CH:20]=2)([N:13]2[CH:17]=[C:16]([Cl:18])[CH:15]=[N:14]2)[C:9]([F:10])([F:11])[F:12])=[CH:5][C:4]=1[Br:26])=[O:38], predict the reactants needed to synthesize it. The reactants are: [Br:1][C:2]1[CH:7]=[C:6]([C:8]([C:19]2[CH:24]=[CH:23][C:22]([Cl:25])=[CH:21][CH:20]=2)([N:13]2[CH:17]=[C:16]([Cl:18])[CH:15]=[N:14]2)[C:9]([F:12])([F:11])[F:10])[CH:5]=[C:4]([Br:26])[C:3]=1[NH:27][C:28](=[O:38])[C:29]1[CH:34]=[CH:33][CH:32]=[C:31]([N+:35]([O-])=O)[CH:30]=1.Cl. (2) Given the product [CH3:34][O:33][C:29]1[CH:30]=[C:31]2[C:26](=[CH:27][C:28]=1[O:35][CH3:36])[CH:25]=[N:24][C:23]([NH:20][C:21]1[O:12][C@:4]3([CH2:3][N:2]=1)[CH:9]1[CH2:8][CH2:7][N:6]([CH2:11][CH2:10]1)[CH2:5]3)=[CH:32]2, predict the reactants needed to synthesize it. The reactants are: [Cl-].[NH3+:2][CH2:3][C@@:4]1([OH:12])[CH:9]2[CH2:10][CH2:11][NH+:6]([CH2:7][CH2:8]2)[CH2:5]1.[Cl-].C(=O)([O-])[O-].[Cs+].[Cs+].[N:20]([C:23]1[N:24]=[CH:25][C:26]2[C:31]([CH:32]=1)=[CH:30][C:29]([O:33][CH3:34])=[C:28]([O:35][CH3:36])[CH:27]=2)=[C:21]=S.C(=NC(C)C)=NC(C)C. (3) Given the product [F:29][CH:2]([F:1])[N:3]1[C:11]2[C:6](=[CH:7][CH:8]=[C:9]([CH:12]3[CH2:16][CH2:15][C@:14]([C:21]4[CH:26]=[CH:25][CH:24]=[C:23]([F:27])[C:22]=4[CH3:28])([C:17]([O:19][CH3:20])=[O:18])[CH2:13]3)[CH:10]=2)[CH:5]=[N:4]1, predict the reactants needed to synthesize it. The reactants are: [F:1][CH:2]([F:29])[N:3]1[C:11]2[C:6](=[CH:7][CH:8]=[C:9]([C:12]3[CH2:16][CH2:15][C@:14]([C:21]4[CH:26]=[CH:25][CH:24]=[C:23]([F:27])[C:22]=4[CH3:28])([C:17]([O:19][CH3:20])=[O:18])[CH:13]=3)[CH:10]=2)[CH:5]=[N:4]1.C([O-])=O.[NH4+]. (4) Given the product [ClH:1].[Cl:32][C:30]1[CH:31]=[C:27]([CH2:26][O:25][CH:23]2[CH2:22][NH:21][CH2:24]2)[S:28][CH:29]=1, predict the reactants needed to synthesize it. The reactants are: [Cl:1]C(OC(Cl)C)=O.C([N:21]1[CH2:24][CH:23]([O:25][CH2:26][C:27]2[S:28][CH:29]=[C:30]([Cl:32])[CH:31]=2)[CH2:22]1)(C1C=CC=CC=1)C1C=CC=CC=1.C(O)C.